Dataset: HIV replication inhibition screening data with 41,000+ compounds from the AIDS Antiviral Screen. Task: Binary Classification. Given a drug SMILES string, predict its activity (active/inactive) in a high-throughput screening assay against a specified biological target. (1) The molecule is CC(C)=C1CC(C)(C)N=C1CCC1=NC(C)(C)CC1=C(C)C. The result is 0 (inactive). (2) The compound is CC1(Br)C(=O)NC(=O)N(C2C=CC(CO)O2)C1N=[N+]=[N-]. The result is 1 (active). (3) The molecule is CC(CCc1nc(C#N)c(N)o1)C1CCC2C3C(O)CC4CC(O)CCC4(C)C3CC(O)C12C. The result is 0 (inactive). (4) The drug is COc1ccc(-c2cc(-c3ccco3)c(C#N)c(=S)n2C2OC(CO)C(O)C(O)C2O)cc1. The result is 1 (active).